This data is from Experimentally validated miRNA-target interactions with 360,000+ pairs, plus equal number of negative samples. The task is: Binary Classification. Given a miRNA mature sequence and a target amino acid sequence, predict their likelihood of interaction. (1) The miRNA is hsa-miR-324-3p with sequence CCCACUGCCCCAGGUGCUGCUGG. The protein sequence of the target gene is MLENYGNVASLGFPLLKPAVISQLEGGSELGGSSPLAAGTGLQGLQTDIQTDNDLTKEMYEGKENVSFELQRDFSQETDFSEASLLEKQQEVHSAGNIKKEKSNTIDGTVKDETSPVEECFFSQSSNSYQCHTITGEQPSGCTGLGKSISFDTKLVKHEIINSEERPFKCEELVEPFRCDSQLIQHQENNTEEKPYQCSECGKAFSINEKLIWHQRLHSGEKPFKCVECGKSFSYSSHYITHQTIHSGEKPYQCKMCGKAFSVNGSLSRHQRIHTGEKPYQCKECGNGFSCSSAYITHQR.... Result: 1 (interaction). (2) The miRNA is dme-miR-92b-3p with sequence AAUUGCACUAGUCCCGGCCUGC. The protein sequence of the target gene is MSSENKEQHDLSPRDLPEEAFGFPSELPLETQRRSGTDLRQSETGHGRRAFRRIHMELREKPDTDIKQFVIRELQKSCQCSAAKVRDGAFDFFPVLRWLPKYDLKKNILGDVMSGLIVGILLVPQSIAYSLLAGQEPIYGLYTSFFASIIYFLFGTSRHISVGIFGILCLMIGEVVDRELHKACPDTDATSSSIAVFSSGCVVVNHTLDGLCDKSCYAIKIGSTVTFMAGVYQVAMGFFQVGFVSVYLSDALLSGFVTGASFTILTSQAKYLLGLSLPRSHGVGSVITTWIHIFRNIRNT.... Result: 0 (no interaction). (3) The miRNA is hsa-miR-557 with sequence GUUUGCACGGGUGGGCCUUGUCU. The protein sequence of the target gene is MVSWIISRLVVLIFGTLYPAYYSYKAVKSKDIKEYVKWMMYWIIFALFTTAETFTDIFLCWFPFYYELKIAFVAWLLSPYTKGSSLLYRKFVHPTLSSKEKEIDDCLVQAKDRSYDALVHFGKRGLNVAATAAVMAASKGQGALSERLRSFSMQDLTTIRGDGAPAPSGPPPPGSGRASGKHGQPKMSRSASESASSSGTA. Result: 1 (interaction). (4) The miRNA is hsa-miR-548am-5p with sequence AAAAGUAAUUGCGGUUUUUGCC. The protein sequence of the target gene is MATQRKHLVKDFNPYITCYICKGYLIKPTTVTECLHTFCKTCIVQHFEDSNDCPRCGNQVHETNPLEMLRLDNTLEEIIFKLVPGLREQELERESEFWKKNKPQENGQDDTSKADKPKVDEEGDENEDDKDYHRSDPQIAICLDCLRNNGQSGDNVVKGLMKKFIRCSTRVTVGTIKKFLSLKLKLPSSYELDVLCNGEIMGKDHTMEFIYMTRWRLRGENFRCLNCSASQVCSQDGPLYQSYPMVLQYRPRIDFG. Result: 1 (interaction).